Predict the reactants needed to synthesize the given product. From a dataset of Full USPTO retrosynthesis dataset with 1.9M reactions from patents (1976-2016). (1) Given the product [CH3:10][N:11]1[C:14](=[O:15])[CH:13]([CH2:17][C:18]([OH:20])=[O:19])[S:12][CH:1]1[C:2]1[CH:7]=[CH:6][CH:5]=[CH:4][CH:3]=1, predict the reactants needed to synthesize it. The reactants are: [CH:1](=O)[C:2]1[CH:7]=[CH:6][CH:5]=[CH:4][CH:3]=1.Cl.[CH3:10][NH2:11].[SH:12][CH:13]([CH2:17][C:18]([OH:20])=[O:19])[C:14](O)=[O:15]. (2) Given the product [C:1]1([CH3:32])[CH:6]=[CH:5][C:4]([C:7]2[C:8]([C:27]([OH:29])=[O:28])=[C:9]([NH:12][C:13](=[O:26])[C:14]3[CH:19]=[C:18]([O:20][CH3:21])[C:17]([O:22][CH3:23])=[C:16]([O:24][CH3:25])[CH:15]=3)[S:10][CH:11]=2)=[CH:3][CH:2]=1, predict the reactants needed to synthesize it. The reactants are: [C:1]1([CH3:32])[CH:6]=[CH:5][C:4]([C:7]2[C:8]([C:27]([O:29]CC)=[O:28])=[C:9]([NH:12][C:13](=[O:26])[C:14]3[CH:19]=[C:18]([O:20][CH3:21])[C:17]([O:22][CH3:23])=[C:16]([O:24][CH3:25])[CH:15]=3)[S:10][CH:11]=2)=[CH:3][CH:2]=1.[Li+].[OH-].OO.[OH-].[Na+]. (3) The reactants are: [NH2:1][C:2]([CH3:6])([CH3:5])[CH2:3][OH:4].[O:7]1[CH:9]([CH2:10][CH3:11])[CH2:8]1. Given the product [OH:7][CH:9]([CH2:10][CH3:11])[CH2:8][NH:1][C:2]([CH3:6])([CH3:5])[CH2:3][OH:4], predict the reactants needed to synthesize it. (4) Given the product [Cl:1][C:2]1[N:7]=[C:6]([S:25]([CH3:30])(=[O:27])=[O:24])[N:5]=[C:4]([N:10]2[C@H:15]([C:16]([F:18])([F:19])[F:17])[CH2:14][CH2:13][C@H:12]([C:20]([OH:22])=[O:21])[CH2:11]2)[CH:3]=1, predict the reactants needed to synthesize it. The reactants are: [Cl:1][C:2]1[N:7]=[C:6](SC)[N:5]=[C:4]([N:10]2[C@H:15]([C:16]([F:19])([F:18])[F:17])[CH2:14][CH2:13][C@H:12]([C:20]([OH:22])=[O:21])[CH2:11]2)[CH:3]=1.O[O:24][S:25]([O-:27])=O.[K+].Cl.[CH3:30]O. (5) The reactants are: [CH:1]1[C:9]2[C:8]3[CH:10]=[CH:11][CH:12]=[CH:13][C:7]=3[O:6][C:5]=2[CH:4]=[CH:3][CH:2]=1.[Br:14]Br.O. Given the product [Br:14][C:2]1[CH:3]=[CH:4][C:5]2[O:6][C:7]3[CH:13]=[CH:12][CH:11]=[CH:10][C:8]=3[C:9]=2[CH:1]=1, predict the reactants needed to synthesize it.